From a dataset of Forward reaction prediction with 1.9M reactions from USPTO patents (1976-2016). Predict the product of the given reaction. (1) Given the reactants Cl[C:2]1[N:3]=[CH:4][C:5]2[C:10]([C:11]=1[CH2:12][O:13][C:14]1[C:19]([CH:20]=[O:21])=[CH:18][C:17]([O:22][CH3:23])=[N:16][CH:15]=1)=[CH:9][CH:8]=[CH:7][CH:6]=2.[CH3:24][Si:25]([CH3:39])([CH3:38])[CH2:26][CH2:27][O:28][CH2:29][N:30]1[C:34](B(O)O)=[CH:33][CH:32]=[N:31]1.C([O-])([O-])=O.[K+].[K+], predict the reaction product. The product is: [CH3:23][O:22][C:17]1[CH:18]=[C:19]([C:14]([O:13][CH2:12][C:11]2[C:10]3[C:5](=[CH:6][CH:7]=[CH:8][CH:9]=3)[CH:4]=[N:3][C:2]=2[C:34]2[N:30]([CH2:29][O:28][CH2:27][CH2:26][Si:25]([CH3:39])([CH3:38])[CH3:24])[N:31]=[CH:32][CH:33]=2)=[CH:15][N:16]=1)[CH:20]=[O:21]. (2) Given the reactants [CH:1]1([NH:4][C:5](=[O:34])[C:6]2[CH:11]=[CH:10][C:9]([C:12]3[CH:13]=[N:14][N:15]4[C:20]([NH:21][CH2:22][CH:23]5[CH2:28][CH2:27][O:26][CH2:25][CH2:24]5)=[N:19][C:18](S(C)(=O)=O)=[N:17][C:16]=34)=[CH:8][C:7]=2[CH3:33])[CH2:3][CH2:2]1.[CH:35]1([NH2:40])[CH2:39][CH2:38][CH2:37][CH2:36]1, predict the reaction product. The product is: [CH:35]1([NH:40][C:18]2[N:19]=[C:20]([NH:21][CH2:22][CH:23]3[CH2:28][CH2:27][O:26][CH2:25][CH2:24]3)[N:15]3[N:14]=[CH:13][C:12]([C:9]4[CH:10]=[CH:11][C:6]([C:5]([NH:4][CH:1]5[CH2:3][CH2:2]5)=[O:34])=[C:7]([CH3:33])[CH:8]=4)=[C:16]3[N:17]=2)[CH2:39][CH2:38][CH2:37][CH2:36]1.